This data is from Reaction yield outcomes from USPTO patents with 853,638 reactions. The task is: Predict the reaction yield, written as a fraction of the theoretical maximum amount of product (1.0 means a 100% yield; for example, 0.34 means a 34% yield). (1) The reactants are [CH:1]1([C:4]([C:6]2[CH:11]=[CH:10][C:9]([CH2:12][C:13]([OH:15])=[O:14])=[CH:8][CH:7]=2)=[O:5])[CH2:3][CH2:2]1.[CH3:16]O. The catalyst is S(=O)(=O)(O)O. The product is [CH:1]1([C:4]([C:6]2[CH:11]=[CH:10][C:9]([CH2:12][C:13]([O:15][CH3:16])=[O:14])=[CH:8][CH:7]=2)=[O:5])[CH2:2][CH2:3]1. The yield is 0.680. (2) The reactants are [OH:1][C@H:2]1[CH2:7][CH2:6][C@H:5]([N:8]2[C:13](=[O:14])[C:12]([CH2:15][C:16]3[CH:21]=[CH:20][C:19]([C:22]4[C:23]([C:28]#[N:29])=[CH:24][CH:25]=[CH:26][CH:27]=4)=[CH:18][CH:17]=3)=[C:11]([CH2:30][CH2:31][CH3:32])[N:10]3[N:33]=[CH:34][CH:35]=[C:9]23)[CH2:4][CH2:3]1.Br[CH2:37][C:38]([O:40][C:41]([CH3:44])([CH3:43])[CH3:42])=[O:39].Cl. The catalyst is S([O-])(O)(=O)=O.C([N+](CCCC)(CCCC)CCCC)CCC.C1(C)C=CC=CC=1.C(OCC)(=O)C. The product is [C:28]([C:23]1[CH:24]=[CH:25][CH:26]=[CH:27][C:22]=1[C:19]1[CH:20]=[CH:21][C:16]([CH2:15][C:12]2[C:13](=[O:14])[N:8]([C@H:5]3[CH2:4][CH2:3][C@H:2]([O:1][CH2:37][C:38]([O:40][C:41]([CH3:44])([CH3:43])[CH3:42])=[O:39])[CH2:7][CH2:6]3)[C:9]3[N:10]([N:33]=[CH:34][CH:35]=3)[C:11]=2[CH2:30][CH2:31][CH3:32])=[CH:17][CH:18]=1)#[N:29]. The yield is 0.930. (3) The catalyst is C(O)C. The yield is 0.660. The product is [CH2:1]([O:3][C:4]([C:6]1[N:7]=[C:8]([SH:17])[S:9][C:10]=1[CH:11]([CH3:13])[CH3:12])=[O:5])[CH3:2]. The reactants are [CH2:1]([O:3][C:4]([C:6]1[N:7]=[C:8](Br)[S:9][C:10]=1[CH:11]([CH3:13])[CH3:12])=[O:5])[CH3:2].NC(N)=[S:17]. (4) The reactants are I[C:2]1[CH:17]=[CH:16][C:5]([C:6]([NH:8][CH2:9][C:10]2[CH:15]=[CH:14][CH:13]=[CH:12][CH:11]=2)=[O:7])=[CH:4][CH:3]=1.[O-]P([O-])([O-])=O.[K+].[K+].[K+].[C@@H]1(N)CCCC[C@H]1N.CCCCCCCCCCCC.[CH3:46][NH:47][CH:48]=[O:49]. The catalyst is [Cu]I.O1CCOCC1. The product is [CH2:9]([NH:8][C:6]([C:5]1[CH:16]=[CH:17][C:2]([N:47]([CH3:46])[CH:48]=[O:49])=[CH:3][CH:4]=1)=[O:7])[C:10]1[CH:15]=[CH:14][CH:13]=[CH:12][CH:11]=1. The yield is 0.980. (5) The reactants are Cl[C:2]1[N:7]=[CH:6][C:5]([O:8][CH:9]2[CH2:14][CH2:13][CH2:12][C:11]([CH3:16])([CH3:15])[CH2:10]2)=[CH:4][CH:3]=1.[Cu][C:18]#[N:19].CN1C(=O)CCC1.O. The catalyst is C(OCC)C. The product is [CH3:15][C:11]1([CH3:16])[CH2:12][CH2:13][CH2:14][CH:9]([O:8][C:5]2[CH:4]=[CH:3][C:2]([C:18]#[N:19])=[N:7][CH:6]=2)[CH2:10]1. The yield is 0.390. (6) The catalyst is CN(C=O)C. The product is [Br:1][C:2]1[CH:10]=[CH:9][CH:8]=[C:7]([O:11][CH3:12])[C:3]=1[C:4]([O:6][CH3:13])=[O:5]. The reactants are [Br:1][C:2]1[CH:10]=[CH:9][CH:8]=[C:7]([O:11][CH3:12])[C:3]=1[C:4]([OH:6])=[O:5].[C:13]([O-])([O-])=O.[K+].[K+].CI. The yield is 0.990. (7) The reactants are [CH3:1][C:2]1[NH:3][C:4](=[O:21])[CH2:5][CH:6]([C:11]2[CH:20]=[CH:19][C:18]3[C:13](=[CH:14][CH:15]=[CH:16][CH:17]=3)[CH:12]=2)[C:7]=1[C:8](O)=[O:9].[Cl:22][C:23]1[C:31]2[C:26](=[CH:27][CH:28]=[C:29]([NH2:32])[CH:30]=2)[NH:25][N:24]=1.N=C=N. The catalyst is CN(C=O)C. The product is [Cl:22][C:23]1[C:31]2[C:26](=[CH:27][CH:28]=[C:29]([NH:32][C:8]([C:7]3[CH:6]([C:11]4[CH:20]=[CH:19][C:18]5[C:13](=[CH:14][CH:15]=[CH:16][CH:17]=5)[CH:12]=4)[CH2:5][C:4](=[O:21])[NH:3][C:2]=3[CH3:1])=[O:9])[CH:30]=2)[NH:25][N:24]=1. The yield is 0.130.